From a dataset of Full USPTO retrosynthesis dataset with 1.9M reactions from patents (1976-2016). Predict the reactants needed to synthesize the given product. (1) Given the product [CH3:36][S:33]([N:37]1[CH2:42][CH2:41][N:40]([C:2]2[N:3]([C@H:24]3[CH2:28][CH2:27][N:26]([S:29]([CH3:32])(=[O:30])=[O:31])[CH2:25]3)[C:4]3[C:9]([N:10]=2)=[C:8]([N:11]2[CH2:16][CH2:15][O:14][CH2:13][CH2:12]2)[N:7]=[C:6]([C:17]2[CH:18]=[N:19][C:20]([NH2:23])=[N:21][CH:22]=2)[N:5]=3)[CH2:39][CH2:38]1)(=[O:35])=[O:34], predict the reactants needed to synthesize it. The reactants are: Cl[C:2]1[N:3]([C@H:24]2[CH2:28][CH2:27][N:26]([S:29]([CH3:32])(=[O:31])=[O:30])[CH2:25]2)[C:4]2[C:9]([N:10]=1)=[C:8]([N:11]1[CH2:16][CH2:15][O:14][CH2:13][CH2:12]1)[N:7]=[C:6]([C:17]1[CH:18]=[N:19][C:20]([NH2:23])=[N:21][CH:22]=1)[N:5]=2.[S:33]([N:37]1[CH2:42][CH2:41][NH:40][CH2:39][CH2:38]1)([CH3:36])(=[O:35])=[O:34]. (2) Given the product [CH:38]1[C:39]2=[C:52]3[C:43](=[CH:42][CH:41]=[C:40]2[C:35]([C:28]2[CH:29]=[CH:30][C:25]([CH:23]=[O:24])=[CH:26][CH:27]=2)=[CH:36][CH:37]=1)[CH:44]=[C:45]1[C:50]([CH:49]=[CH:48][CH:47]=[CH:46]1)=[CH:51]3, predict the reactants needed to synthesize it. The reactants are: C1(C)C=CC=CC=1P(C1C=CC=CC=1C)C1C=CC=CC=1C.[CH:23]([C:25]1[CH:30]=[CH:29][C:28](B(O)O)=[CH:27][CH:26]=1)=[O:24].Br[C:35]1[C:40]2=[CH:41][CH:42]=[C:43]3[C:52]([CH:51]=[C:50]4[C:45]([CH:46]=[CH:47][CH:48]=[CH:49]4)=[CH:44]3)=[C:39]2[CH:38]=[CH:37][CH:36]=1.P([O-])([O-])([O-])=O.[K+].[K+].[K+]. (3) Given the product [ClH:22].[F:1][C:2]1[CH:3]=[C:4]([C:9]2[CH2:14][CH2:13][NH:12][CH2:11][CH:10]=2)[CH:5]=[CH:6][C:7]=1[F:8], predict the reactants needed to synthesize it. The reactants are: [F:1][C:2]1[CH:3]=[C:4]([C:9]2[CH2:10][CH2:11][N:12](C(OC(C)(C)C)=O)[CH2:13][CH:14]=2)[CH:5]=[CH:6][C:7]=1[F:8].[ClH:22]. (4) Given the product [CH:25]([N:17]1[C:18]2=[N:19][CH:20]=[N:21][C:22]([NH2:24])=[C:23]2[C:15]([C:4]2[CH:5]=[CH:6][CH:7]=[C:8]([O:9][CH3:10])[C:3]=2[O:2][CH3:1])=[N:16]1)([CH3:27])[CH3:26], predict the reactants needed to synthesize it. The reactants are: [CH3:1][O:2][C:3]1[C:8]([O:9][CH3:10])=[CH:7][CH:6]=[CH:5][C:4]=1B(O)O.I[C:15]1[C:23]2[C:18](=[N:19][CH:20]=[N:21][C:22]=2[NH2:24])[N:17]([CH:25]([CH3:27])[CH3:26])[N:16]=1.C([O-])([O-])=O.[Na+].[Na+]. (5) Given the product [C:12]([C:9]1[CH:10]=[C:11]2[C:6](=[CH:7][C:8]=1[O:14][CH2:15][CH2:16][CH2:17][N:18]1[CH2:22][CH2:21][CH2:20][CH2:19]1)[N:5]=[CH:4][CH:3]=[C:2]2[O:39][C:36]1[CH:37]=[C:38]2[C:33](=[CH:34][CH:35]=1)[NH:32][CH:31]=[C:30]2[CH3:29])#[N:13], predict the reactants needed to synthesize it. The reactants are: Cl[C:2]1[C:11]2[C:6](=[CH:7][C:8]([O:14][CH2:15][CH2:16][CH2:17][N:18]3[CH2:22][CH2:21][CH2:20][CH2:19]3)=[C:9]([C:12]#[N:13])[CH:10]=2)[N:5]=[CH:4][CH:3]=1.C(=O)([O-])[O-].[K+].[K+].[CH3:29][C:30]1[C:38]2[C:33](=[CH:34][CH:35]=[C:36]([OH:39])[CH:37]=2)[NH:32][CH:31]=1. (6) Given the product [CH3:12][O:13][C:14]1[CH:15]=[C:16]([CH2:22][C:23]([NH:8][C@H:6]2[CH2:7][C@H:2]([CH3:1])[CH2:3][CH2:4][C@H:5]2[CH:9]([CH3:11])[CH3:10])=[O:24])[CH:17]=[CH:18][C:19]=1[O:20][CH3:21].[CH3:12][O:13][C:14]1[CH:15]=[C:16]([CH2:22][C:23]([NH:8][C@@H:6]2[CH2:7][C@@H:2]([CH3:1])[CH2:3][CH2:4][C@@H:5]2[CH:9]([CH3:11])[CH3:10])=[O:24])[CH:17]=[CH:18][C:19]=1[O:20][CH3:21], predict the reactants needed to synthesize it. The reactants are: [CH3:1][CH:2]1[CH2:7][CH:6]([NH2:8])[CH:5]([CH:9]([CH3:11])[CH3:10])[CH2:4][CH2:3]1.[CH3:12][O:13][C:14]1[CH:15]=[C:16]([CH2:22][C:23](Cl)=[O:24])[CH:17]=[CH:18][C:19]=1[O:20][CH3:21]. (7) Given the product [CH3:7][O:8][C:9]([C:11]1[C:12]([NH:27][C:28]2[CH:33]=[CH:32][C:31]([CH3:34])=[CH:30][C:29]=2[F:35])=[C:13]([F:26])[C:14]2[N:15]([C:17]([C:20]#[CH:21])=[CH:18][N:19]=2)[CH:16]=1)=[O:10], predict the reactants needed to synthesize it. The reactants are: C(=O)([O-])[O-].[K+].[K+].[CH3:7][O:8][C:9]([C:11]1[C:12]([NH:27][C:28]2[CH:33]=[CH:32][C:31]([CH3:34])=[CH:30][C:29]=2[F:35])=[C:13]([F:26])[C:14]2[N:15]([C:17]([C:20]#[C:21][Si](C)(C)C)=[CH:18][N:19]=2)[CH:16]=1)=[O:10].